This data is from Full USPTO retrosynthesis dataset with 1.9M reactions from patents (1976-2016). The task is: Predict the reactants needed to synthesize the given product. (1) The reactants are: [F:1][C:2]1[CH:10]=[CH:9][C:8]([NH:11][C:12](=[O:14])[CH3:13])=[C:7]2[C:3]=1C=C[NH:6]2.[Al+3].[Cl-].[Cl-].[Cl-].Cl[C:20]([C:22]([CH2:24][CH3:25])=[O:23])=[O:21].[C:26]([O-:29])(O)=O.[Na+].[CH2:31](Cl)Cl. Given the product [C:12]([NH:11][C:8]1[CH:9]=[CH:10][C:2]([F:1])=[C:3]2[C:7]=1[NH:6][CH:25]=[C:24]2[C:22](=[O:23])[C:20]([O:29][CH2:26][CH3:31])=[O:21])(=[O:14])[CH3:13], predict the reactants needed to synthesize it. (2) Given the product [CH2:41]([O:48][CH2:49][C:50]([NH:34][C:33]1[CH:35]=[C:29]([C:25]([CH3:28])([CH3:26])[CH3:27])[CH:30]=[C:31]([N+:38]([O-:40])=[O:39])[C:32]=1[O:36][CH3:37])=[O:51])[C:42]1[CH:47]=[CH:46][CH:45]=[CH:44][CH:43]=1, predict the reactants needed to synthesize it. The reactants are: CN(C(ON1N=NC2C=CC=NC1=2)=[N+](C)C)C.F[P-](F)(F)(F)(F)F.[C:25]([C:29]1[CH:30]=[C:31]([N+:38]([O-:40])=[O:39])[C:32]([O:36][CH3:37])=[C:33]([CH:35]=1)[NH2:34])([CH3:28])([CH3:27])[CH3:26].[CH2:41]([O:48][CH2:49][C:50](O)=[O:51])[C:42]1[CH:47]=[CH:46][CH:45]=[CH:44][CH:43]=1.CCN(C(C)C)C(C)C. (3) Given the product [F:1][C:2]1[C:7]2[C:8]([C:18]([NH:19][CH3:20])=[O:21])=[C:9]([C:11]3[CH:12]=[CH:13][C:14]([F:17])=[CH:15][CH:16]=3)[O:10][C:6]=2[CH:5]=[CH:4][C:3]=1[C:22]1[CH:23]=[C:24]([C:25](=[O:26])[NH:41][C:38]2([C:33]3[CH:34]=[N:35][CH:36]=[CH:37][N:32]=3)[CH2:40][CH2:39]2)[CH:28]=[CH:29][C:30]=1[CH3:31], predict the reactants needed to synthesize it. The reactants are: [F:1][C:2]1[C:7]2[C:8]([C:18](=[O:21])[NH:19][CH3:20])=[C:9]([C:11]3[CH:16]=[CH:15][C:14]([F:17])=[CH:13][CH:12]=3)[O:10][C:6]=2[CH:5]=[CH:4][C:3]=1[C:22]1[CH:23]=[C:24]([CH:28]=[CH:29][C:30]=1[CH3:31])[C:25](O)=[O:26].[N:32]1[CH:37]=[CH:36][N:35]=[CH:34][C:33]=1[C:38]1([NH2:41])[CH2:40][CH2:39]1.C(N(CC)CC)C. (4) Given the product [N:32]1([C:10]2[C:11]3[N:16]=[N:15][N:14]([CH2:17][CH2:18][N:19]4[CH2:20][CH2:21][NH:22][CH2:23][CH2:24]4)[C:12]=3[N:13]=[C:8]([C:4]3[CH:3]=[C:2]([OH:1])[CH:7]=[CH:6][CH:5]=3)[N:9]=2)[CH2:33][CH2:34][O:35][CH2:36][CH2:37]1, predict the reactants needed to synthesize it. The reactants are: [OH:1][C:2]1[CH:3]=[C:4]([C:8]2[N:9]=[C:10]([N:32]3[CH2:37][CH2:36][O:35][CH2:34][CH2:33]3)[C:11]3[N:16]=[N:15][N:14]([CH2:17][CH2:18][N:19]4[CH2:24][CH2:23][N:22](C(OC(C)(C)C)=O)[CH2:21][CH2:20]4)[C:12]=3[N:13]=2)[CH:5]=[CH:6][CH:7]=1. (5) Given the product [CH:11]([Si:6]([CH:3]([CH3:5])[CH3:4])([CH:8]([CH3:10])[CH3:9])[S:7][C:20]1[CH:29]=[C:28]2[C:23]([CH2:24][CH2:25][CH:26]([C:30]([O:32][CH2:33][CH3:34])=[O:31])[O:27]2)=[CH:22][CH:21]=1)([CH3:13])[CH3:12], predict the reactants needed to synthesize it. The reactants are: [H-].[Na+].[CH:3]([Si:6]([CH:11]([CH3:13])[CH3:12])([CH:8]([CH3:10])[CH3:9])[SH:7])([CH3:5])[CH3:4].FC(F)(F)S(O[C:20]1[CH:29]=[C:28]2[C:23]([CH2:24][CH2:25][CH:26]([C:30]([O:32][CH2:33][CH3:34])=[O:31])[O:27]2)=[CH:22][CH:21]=1)(=O)=O.